Predict the product of the given reaction. From a dataset of Forward reaction prediction with 1.9M reactions from USPTO patents (1976-2016). Given the reactants [C:1]([C:5]1[N:9]([CH2:10][CH:11]2[CH2:16][CH2:15][C:14]([F:18])([F:17])[CH2:13][CH2:12]2)[C:8]2[CH:19]=[CH:20][C:21]([S:23](Cl)(=[O:25])=[O:24])=[CH:22][C:7]=2[N:6]=1)([CH3:4])([CH3:3])[CH3:2].[NH:27]1[CH2:32][CH2:31][CH2:30][C@H:29]([C:33]([O:35][CH2:36][CH3:37])=[O:34])[CH2:28]1, predict the reaction product. The product is: [C:1]([C:5]1[N:9]([CH2:10][CH:11]2[CH2:16][CH2:15][C:14]([F:18])([F:17])[CH2:13][CH2:12]2)[C:8]2[CH:19]=[CH:20][C:21]([S:23]([N:27]3[CH2:32][CH2:31][CH2:30][C@H:29]([C:33]([O:35][CH2:36][CH3:37])=[O:34])[CH2:28]3)(=[O:25])=[O:24])=[CH:22][C:7]=2[N:6]=1)([CH3:4])([CH3:3])[CH3:2].